This data is from Reaction yield outcomes from USPTO patents with 853,638 reactions. The task is: Predict the reaction yield, written as a fraction of the theoretical maximum amount of product (1.0 means a 100% yield; for example, 0.34 means a 34% yield). (1) The reactants are [OH:1][C:2]1[C:3]([C:14]2[CH:19]=[CH:18][CH:17]=[CH:16][CH:15]=2)=[C:4]([CH2:9][C:10]([O:12][CH3:13])=[O:11])[CH:5]=[C:6]([OH:8])[CH:7]=1.C(=O)([O-])[O-].[K+].[K+].[CH2:26](Br)[C:27]1[CH:32]=[CH:31][CH:30]=[CH:29][CH:28]=1.O. The catalyst is CC(C)=O. The product is [CH2:26]([O:1][C:2]1[C:3]([C:14]2[CH:19]=[CH:18][CH:17]=[CH:16][CH:15]=2)=[C:4]([CH2:9][C:10]([O:12][CH3:13])=[O:11])[CH:5]=[C:6]([O:8][CH2:14][C:3]2[CH:4]=[CH:5][CH:6]=[CH:7][CH:2]=2)[CH:7]=1)[C:27]1[CH:32]=[CH:31][CH:30]=[CH:29][CH:28]=1. The yield is 0.840. (2) The reactants are [Cl:1][C:2]1[CH:7]=[CH:6][C:5]([C:8]2[N:13]=[C:12]([C:14](OC)=[O:15])[CH:11]=[CH:10][C:9]=2[C:18]2[CH:23]=[CH:22][CH:21]=[CH:20][C:19]=2[Cl:24])=[CH:4][C:3]=1[O:25][CH2:26][CH2:27][CH2:28][N:29]([CH3:31])[CH3:30].[NH2:32][C:33]1([C:43]([OH:45])=[O:44])[CH:40]2[CH2:41][CH:36]3[CH2:37][CH:38]([CH2:42][CH:34]1[CH2:35]3)[CH2:39]2. No catalyst specified. The product is [ClH:1].[Cl:1][C:2]1[CH:7]=[CH:6][C:5]([C:8]2[N:13]=[C:12]([C:14]([NH:32][C:33]3([C:43]([OH:45])=[O:44])[CH:40]4[CH2:39][CH:38]5[CH2:37][CH:36]([CH2:35][CH:34]3[CH2:42]5)[CH2:41]4)=[O:15])[CH:11]=[CH:10][C:9]=2[C:18]2[CH:23]=[CH:22][CH:21]=[CH:20][C:19]=2[Cl:24])=[CH:4][C:3]=1[O:25][CH2:26][CH2:27][CH2:28][N:29]([CH3:30])[CH3:31]. The yield is 0.290. (3) The reactants are [F:1][C:2]1[C:11]2[C:6](=[C:7]([N+:12]([O-])=O)[CH:8]=[CH:9][CH:10]=2)[CH:5]=[CH:4][CH:3]=1.[OH-].[Na+]. The catalyst is CCO.[Fe]. The product is [NH2:12][C:7]1[C:6]2[C:11](=[C:2]([F:1])[CH:3]=[CH:4][CH:5]=2)[CH:10]=[CH:9][CH:8]=1. The yield is 0.800. (4) The reactants are [F:1][C:2]1[C:3]([OH:17])=[C:4]2[C:8](=[CH:9][CH:10]=1)[N:7]([CH3:11])[CH:6]=[C:5]2[CH2:12][C:13]([NH:15][CH3:16])=[O:14].Br[CH2:19][C:20]1[CH:25]=[CH:24][CH:23]=[C:22]([Cl:26])[CH:21]=1.C(=O)([O-])[O-].[Cs+].[Cs+]. The catalyst is C(#N)C. The product is [Cl:26][C:22]1[CH:21]=[C:20]([CH:25]=[CH:24][CH:23]=1)[CH2:19][O:17][C:3]1[C:2]([F:1])=[CH:10][CH:9]=[C:8]2[C:4]=1[C:5]([CH2:12][C:13]([NH:15][CH3:16])=[O:14])=[CH:6][N:7]2[CH3:11]. The yield is 0.820. (5) The reactants are [NH:1]1[CH2:8][CH2:7][CH2:6][C@@H:2]1[C:3]([OH:5])=[O:4].[C:9](Cl)(=[O:13])[C:10]([CH3:12])=[CH2:11]. The catalyst is [OH-].[Na+].CC(C)=O. The product is [C:9]([N:1]1[CH2:8][CH2:7][CH2:6][C@@H:2]1[C:3]([OH:5])=[O:4])(=[O:13])[C:10]([CH3:12])=[CH2:11]. The yield is 0.680.